This data is from Forward reaction prediction with 1.9M reactions from USPTO patents (1976-2016). The task is: Predict the product of the given reaction. (1) Given the reactants [F:1][C:2]([F:42])([F:41])[C:3]1[CH:8]=[CH:7][C:6]([C:9]2[CH:14]=[CH:13][CH:12]=[CH:11][C:10]=2[C:15]([NH:17][C:18]2[CH:40]=[CH:39][C:21]([O:22][CH2:23][CH2:24][C:25]3[N:30]=[C:29]([NH:31]C(=O)OC(C)(C)C)[CH:28]=[CH:27][CH:26]=3)=[CH:20][CH:19]=2)=[O:16])=[CH:5][CH:4]=1.FC(F)(F)C(O)=O, predict the reaction product. The product is: [NH2:31][C:29]1[N:30]=[C:25]([CH2:24][CH2:23][O:22][C:21]2[CH:20]=[CH:19][C:18]([NH:17][C:15]([C:10]3[C:9]([C:6]4[CH:5]=[CH:4][C:3]([C:2]([F:42])([F:1])[F:41])=[CH:8][CH:7]=4)=[CH:14][CH:13]=[CH:12][CH:11]=3)=[O:16])=[CH:40][CH:39]=2)[CH:26]=[CH:27][CH:28]=1. (2) Given the reactants [F:1][C:2]1[CH:7]=[CH:6][C:5]([N:8]2[CH2:13][CH2:12][N:11]([S:14]([C:17]3[CH:18]=[C:19]([C:23]4[CH2:28][CH2:27][N:26]([C:29]([O:31][C:32]([CH3:35])([CH3:34])[CH3:33])=[O:30])[CH2:25][CH:24]=4)[CH:20]=[CH:21][CH:22]=3)(=[O:16])=[O:15])[C@H:10]([CH3:36])[CH2:9]2)=[C:4]([C:37]([F:40])([F:39])[F:38])[CH:3]=1, predict the reaction product. The product is: [F:1][C:2]1[CH:7]=[CH:6][C:5]([N:8]2[CH2:13][CH2:12][N:11]([S:14]([C:17]3[CH:18]=[C:19]([CH:23]4[CH2:28][CH2:27][N:26]([C:29]([O:31][C:32]([CH3:33])([CH3:34])[CH3:35])=[O:30])[CH2:25][CH2:24]4)[CH:20]=[CH:21][CH:22]=3)(=[O:15])=[O:16])[C@H:10]([CH3:36])[CH2:9]2)=[C:4]([C:37]([F:40])([F:38])[F:39])[CH:3]=1. (3) Given the reactants [Cl:1][C:2]1[CH:9]=[CH:8][C:5]([CH:6]=O)=[CH:4][CH:3]=1.S([O-])([O-])(=O)=O.[Mg+2].[NH2:16][C:17]1[CH:25]=[CH:24][CH:23]=[C:22]2[C:18]=1[CH2:19][O:20][C:21]2=[O:26], predict the reaction product. The product is: [Cl:1][C:2]1[CH:9]=[CH:8][C:5](/[CH:6]=[N:16]/[C:17]2[CH:25]=[CH:24][CH:23]=[C:22]3[C:18]=2[CH2:19][O:20][C:21]3=[O:26])=[CH:4][CH:3]=1. (4) Given the reactants [NH2:1][C:2]1[CH:7]=[CH:6][C:5]([C@@H:8]2[CH2:10][C@H:9]2[N:11]([CH2:19][CH:20]2[CH2:22][CH2:21]2)[C:12](=[O:18])[O:13][C:14]([CH3:17])([CH3:16])[CH3:15])=[CH:4][CH:3]=1.C(N(CC)CC)C.[C:30]1(=O)[O:35][C:33](=[O:34])[C:32]2=[CH:36][CH:37]=[CH:38][CH:39]=[C:31]12, predict the reaction product. The product is: [CH:20]1([CH2:19][N:11]([C@@H:9]2[CH2:10][C@H:8]2[C:5]2[CH:6]=[CH:7][C:2]([N:1]3[C:33](=[O:34])[C:32]4[C:31](=[CH:39][CH:38]=[CH:37][CH:36]=4)[C:30]3=[O:35])=[CH:3][CH:4]=2)[C:12](=[O:18])[O:13][C:14]([CH3:17])([CH3:16])[CH3:15])[CH2:22][CH2:21]1.